Dataset: Reaction yield outcomes from USPTO patents with 853,638 reactions. Task: Predict the reaction yield, written as a fraction of the theoretical maximum amount of product (1.0 means a 100% yield; for example, 0.34 means a 34% yield). (1) The reactants are [N:1]1[C:10]2[CH:9]([NH:11][CH2:12][CH2:13][CH2:14][CH2:15][NH2:16])[CH2:8][CH2:7][CH2:6][C:5]=2[CH:4]=[CH:3][CH:2]=1.C(N(CC)CC)C.[CH3:24][C:25]([O:28][C:29](ON=C(C1C=CC=CC=1)C#N)=[O:30])([CH3:27])[CH3:26]. The catalyst is O1CCCC1. The product is [C:25]([O:28][C:29](=[O:30])[NH:16][CH2:15][CH2:14][CH2:13][CH2:12][NH:11][CH:9]1[C:10]2[N:1]=[CH:2][CH:3]=[CH:4][C:5]=2[CH2:6][CH2:7][CH2:8]1)([CH3:27])([CH3:26])[CH3:24]. The yield is 0.800. (2) The catalyst is CN(C)C=O.[Pd]. The product is [C:27]([C:30]1[CH:35]=[CH:34][C:33]([C:23]2[CH:24]=[CH:25][C:20]([CH2:19][CH2:18][CH:2]([OH:1])[CH:3]([CH2:7][CH2:8][N:9]3[CH:14]=[CH:13][C:12](=[O:15])[N:11]([CH3:16])[C:10]3=[O:17])[C:4]([OH:6])=[O:5])=[CH:21][CH:22]=2)=[CH:32][CH:31]=1)(=[O:29])[CH3:28]. The yield is 0.610. The reactants are [OH:1][CH:2]([CH2:18][CH2:19][C:20]1[CH:25]=[CH:24][C:23](I)=[CH:22][CH:21]=1)[CH:3]([CH2:7][CH2:8][N:9]1[CH:14]=[CH:13][C:12](=[O:15])[N:11]([CH3:16])[C:10]1=[O:17])[C:4]([OH:6])=[O:5].[C:27]([C:30]1[CH:35]=[CH:34][C:33](B(O)O)=[CH:32][CH:31]=1)(=[O:29])[CH3:28].C(=O)([O-])[O-].[Na+].[Na+]. (3) The reactants are [NH2:1][C@@H:2]([CH3:21])[CH2:3][O:4][C:5]1[CH:20]=[CH:19][C:8]([C:9]([O:11][CH2:12][C:13]2[CH:18]=[CH:17][CH:16]=[CH:15][CH:14]=2)=[O:10])=[CH:7][CH:6]=1.[N+:22]([C:25]1[CH:32]=[CH:31][CH:30]=[CH:29][C:26]=1[CH:27]=O)([O-:24])=[O:23].[BH3-]C#N.[Na+]. The catalyst is CO.CC(O)=O. The product is [N+:22]([C:25]1[CH:32]=[CH:31][CH:30]=[CH:29][C:26]=1[CH2:27][NH:1][C@@H:2]([CH3:21])[CH2:3][O:4][C:5]1[CH:20]=[CH:19][C:8]([C:9]([O:11][CH2:12][C:13]2[CH:14]=[CH:15][CH:16]=[CH:17][CH:18]=2)=[O:10])=[CH:7][CH:6]=1)([O-:24])=[O:23]. The yield is 0.420. (4) The reactants are [C:1]([O:5][C:6](=[O:12])[C@@H:7]([NH:9][CH:10]=[O:11])[CH3:8])([CH3:4])([CH3:3])[CH3:2].[Li+].CC([N-]C(C)C)C.[N:21]([C:24]1[CH:32]=[CH:31][CH:30]=[CH:29][C:25]=1[C:26](Cl)=[O:27])=[N+:22]=[N-:23]. The catalyst is C1COCC1. The product is [C:1]([O:5][C:6](=[O:12])[C@@H:7]([N:9]([C:26](=[O:27])[C:25]1[CH:29]=[CH:30][CH:31]=[CH:32][C:24]=1[N:21]=[N+:22]=[N-:23])[CH:10]=[O:11])[CH3:8])([CH3:2])([CH3:3])[CH3:4]. The yield is 0.530. (5) The reactants are Br[C:2]1[CH:7]=[CH:6][CH:5]=[C:4]([Br:8])[CH:3]=1.C([Li])CCC.CCCCCC.[O:20]1[CH:25]=[CH:24][C:23](=[O:26])[CH:22]=[CH:21]1. The catalyst is C1COCC1. The product is [Br:8][C:4]1[CH:3]=[C:2]([C:23]2([OH:26])[CH2:24][CH2:25][O:20][CH2:21][CH2:22]2)[CH:7]=[CH:6][CH:5]=1. The yield is 0.760. (6) The reactants are [CH3:1][O:2][C:3]1[CH:4]=[C:5]([C:12]2[CH:17]=[CH:16][N:15]=[CH:14][CH:13]=2)[CH:6]=[CH:7][C:8]=1[N+:9]([O-])=O. The catalyst is CC(O)=O.CC(O)C.[Pt]=O. The product is [CH3:1][O:2][C:3]1[CH:4]=[C:5]([CH:12]2[CH2:17][CH2:16][NH:15][CH2:14][CH2:13]2)[CH:6]=[CH:7][C:8]=1[NH2:9]. The yield is 0.120. (7) The reactants are [OH:1][C:2]1([OH:16])[CH:15]=[CH:14][C:5]([C:6]([C:8]2[CH:13]=[CH:12][CH:11]=[CH:10][CH:9]=2)=[O:7])=[CH:4][CH2:3]1.Br[CH2:18][CH2:19][CH2:20][CH2:21][CH2:22][CH2:23][CH2:24][CH2:25][CH2:26][CH2:27][CH2:28][CH2:29][O:30][CH2:31][CH2:32][CH2:33][CH2:34][CH2:35][CH2:36][CH2:37][CH2:38][CH2:39][CH2:40][CH2:41][CH2:42][CH2:43][CH2:44][CH2:45][CH2:46][CH2:47][CH2:48][CH2:49][CH2:50][CH2:51][CH3:52].[C:53](=[O:56])([O-])[O-].[K+].[K+].Cl. The catalyst is C(Cl)(Cl)Cl.CN(C=O)C. The product is [CH2:31]([O:30][CH2:29][CH2:28][CH2:27][CH2:26][CH2:25][CH2:24][CH2:23][CH2:22][CH2:21][CH2:20][CH2:19][CH2:18][O:16][C:2]1([O:1][CH2:18][CH2:19][CH2:20][CH2:21][CH2:22][CH2:23][CH2:24][CH2:25][CH2:26][CH2:27][CH2:28][CH2:29][O:56][CH2:53][CH2:51][CH2:50][CH2:49][CH2:48][CH2:47][CH2:46][CH2:45][CH2:44][CH2:43][CH2:42][CH2:41][CH2:40][CH2:39][CH2:38][CH2:37][CH2:36][CH2:35][CH2:34][CH2:33][CH2:32][CH3:31])[CH:3]=[CH:4][C:5]([C:6]([C:8]2[CH:13]=[CH:12][CH:11]=[CH:10][CH:9]=2)=[O:7])=[CH:14][CH2:15]1)[CH2:32][CH2:33][CH2:34][CH2:35][CH2:36][CH2:37][CH2:38][CH2:39][CH2:40][CH2:41][CH2:42][CH2:43][CH2:44][CH2:45][CH2:46][CH2:47][CH2:48][CH2:49][CH2:50][CH2:51][CH3:52]. The yield is 0.950.